The task is: Predict the reactants needed to synthesize the given product.. This data is from Full USPTO retrosynthesis dataset with 1.9M reactions from patents (1976-2016). (1) Given the product [CH3:1][CH:2]([C:3](=[O:15])[CH2:4][CH2:5][C:6]1[CH:11]=[CH:10][C:9]([OH:12])=[C:8]([O:13][CH3:14])[CH:7]=1)[C:16](=[O:28])[CH2:17][CH2:18][C:19]1[CH:24]=[CH:23][C:22]([OH:25])=[C:21]([O:26][CH3:27])[CH:20]=1, predict the reactants needed to synthesize it. The reactants are: [CH3:1][CH:2]([C:16](=[O:28])[CH:17]=[CH:18][C:19]1[CH:24]=[CH:23][C:22]([OH:25])=[C:21]([O:26][CH3:27])[CH:20]=1)[C:3](=[O:15])[CH:4]=[CH:5][C:6]1[CH:11]=[CH:10][C:9]([OH:12])=[C:8]([O:13][CH3:14])[CH:7]=1. (2) Given the product [F:17][C:11]1[CH:12]=[CH:13][CH:14]=[C:15]([F:16])[C:10]=1[C:8]([NH:7][C:5]1[S:6][C:2]([C:20]2[C:19]([Cl:18])=[CH:27][C:23]3[N:24]=[CH:25][O:38][C:22]=3[CH:21]=2)=[CH:3][N:4]=1)=[O:9], predict the reactants needed to synthesize it. The reactants are: Br[C:2]1[S:6][C:5]([NH:7][C:8]([C:10]2[C:15]([F:16])=[CH:14][CH:13]=[CH:12][C:11]=2[F:17])=[O:9])=[N:4][CH:3]=1.[Cl:18][C:19]1[C:20](B2OC(C)(C)C(C)(C)O2)=[CH:21][C:22]2S[CH:25]=[N:24][C:23]=2[CH:27]=1.C(=O)([O-])[O-:38].[Na+].[Na+].CC(=O)OCC.[Cl-].[Na+].O. (3) Given the product [OH:48][C:35]([C:42]1[CH:47]=[CH:46][CH:45]=[CH:44][CH:43]=1)([C:36]1[CH:37]=[CH:38][CH:39]=[CH:40][CH:41]=1)[CH:32]1[CH2:33][CH2:34][N:29]([CH2:2][CH2:3][CH2:4][C:5]([C:7]2[CH:12]=[CH:11][C:10]([CH2:13][CH:14]([C:19]([O:21][CH3:22])=[O:20])[C:15]([O:17][CH3:18])=[O:16])=[CH:9][CH:8]=2)=[O:6])[CH2:30][CH2:31]1, predict the reactants needed to synthesize it. The reactants are: Cl[CH2:2][CH2:3][CH2:4][C:5]([C:7]1[CH:12]=[CH:11][C:10]([CH2:13][CH:14]([C:19]([O:21][CH3:22])=[O:20])[C:15]([O:17][CH3:18])=[O:16])=[CH:9][CH:8]=1)=[O:6].C(=O)([O-])[O-].[K+].[K+].[N:29]1[CH:34]=[CH:33][C:32]([C:35]([OH:48])([C:42]2[CH:47]=[CH:46][CH:45]=[CH:44][CH:43]=2)[C:36]2[CH:41]=[CH:40][CH:39]=[CH:38][CH:37]=2)=[CH:31][CH:30]=1. (4) Given the product [CH2:1]([O:8][CH:9]([CH2:23][C:24]1[CH:25]=[CH:26][CH:27]=[CH:28][CH:29]=1)[CH2:10][NH:11][C:12]1[C:13]([NH2:20])=[CH:14][C:15]([CH3:19])=[C:16]([CH3:18])[CH:17]=1)[C:2]1[CH:7]=[CH:6][CH:5]=[CH:4][CH:3]=1, predict the reactants needed to synthesize it. The reactants are: [CH2:1]([O:8][CH:9]([CH2:23][C:24]1[CH:29]=[CH:28][CH:27]=[CH:26][CH:25]=1)[CH2:10][NH:11][C:12]1[CH:17]=[C:16]([CH3:18])[C:15]([CH3:19])=[CH:14][C:13]=1[N+:20]([O-])=O)[C:2]1[CH:7]=[CH:6][CH:5]=[CH:4][CH:3]=1.[Cl-].[NH4+]. (5) Given the product [OH:38][C@H:37]([CH3:39])[CH2:36][N:3]1[CH2:7][CH2:6][CH:5]([NH:8][C:9]([C:11]2[CH:35]=[CH:34][C:14]3[N:15]([CH3:33])[C:16]([NH:18][C:19]4[S:20][C:21]5[CH:27]=[C:26]([O:28][C:29]([F:30])([F:31])[F:32])[CH:25]=[CH:24][C:22]=5[N:23]=4)=[N:17][C:13]=3[CH:12]=2)=[O:10])[CH2:4]1, predict the reactants needed to synthesize it. The reactants are: Cl.Cl.[NH:3]1[CH2:7][CH2:6][CH:5]([NH:8][C:9]([C:11]2[CH:35]=[CH:34][C:14]3[N:15]([CH3:33])[C:16]([NH:18][C:19]4[S:20][C:21]5[CH:27]=[C:26]([O:28][C:29]([F:32])([F:31])[F:30])[CH:25]=[CH:24][C:22]=5[N:23]=4)=[N:17][C:13]=3[CH:12]=2)=[O:10])[CH2:4]1.[CH3:36][C@@H:37]1[CH2:39][O:38]1.CCN(C(C)C)C(C)C. (6) Given the product [S:6]([CH2:8][C:9]([O:11][CH3:12])=[O:10])([CH2:13][C:14]([O:16][CH3:17])=[O:15])(=[NH:5])=[O:7], predict the reactants needed to synthesize it. The reactants are: FC(F)(F)C([N:5]=[S:6]([CH2:13][C:14]([O:16][CH3:17])=[O:15])([CH2:8][C:9]([O:11][CH3:12])=[O:10])=[O:7])=O.Cl.